Dataset: Full USPTO retrosynthesis dataset with 1.9M reactions from patents (1976-2016). Task: Predict the reactants needed to synthesize the given product. (1) The reactants are: [N:1]1[CH:6]=[CH:5][CH:4]=[C:3]([CH:7]=[CH:8][C:9]2[CH:25]=[CH:24][C:12]([C:13]([NH:15][C@H:16]([C:21]([OH:23])=[O:22])[CH2:17][CH2:18][S:19][CH3:20])=[O:14])=[C:11]([C:26]3[CH:31]=[CH:30][CH:29]=[CH:28][C:27]=3[CH3:32])[CH:10]=2)[CH:2]=1.[C:33]([O:36][CH2:37]Br)(=[O:35])[CH3:34].[I-].[K+].[H-].[Na+]. Given the product [C:33]([O:36][CH2:37][O:22][C:21](=[O:23])[C@H:16]([CH2:17][CH2:18][S:19][CH3:20])[NH:15][C:13](=[O:14])[C:12]1[CH:24]=[CH:25][C:9]([CH:8]=[CH:7][C:3]2[CH:2]=[N:1][CH:6]=[CH:5][CH:4]=2)=[CH:10][C:11]=1[C:26]1[CH:31]=[CH:30][CH:29]=[CH:28][C:27]=1[CH3:32])(=[O:35])[CH3:34], predict the reactants needed to synthesize it. (2) Given the product [Br:18][C:19]1[CH:25]=[CH:24][C:22]([NH:23][C:15]([C:10]2[CH:11]=[CH:12][CH:13]=[CH:14][N:9]=2)=[O:16])=[CH:21][C:20]=1[F:26], predict the reactants needed to synthesize it. The reactants are: C(N(CC)CC)C.Cl.[N:9]1[CH:14]=[CH:13][CH:12]=[CH:11][C:10]=1[C:15](Cl)=[O:16].[Br:18][C:19]1[CH:25]=[CH:24][C:22]([NH2:23])=[CH:21][C:20]=1[F:26].